The task is: Predict the reactants needed to synthesize the given product.. This data is from Full USPTO retrosynthesis dataset with 1.9M reactions from patents (1976-2016). (1) Given the product [Cl:15][C:12]1[S:11][C:10]([C:8](=[O:9])[CH:3]([NH:2][C:21](=[O:22])[C:20]2[CH:24]=[CH:25][C:17]([F:16])=[CH:18][CH:19]=2)[C:4]([O:6][CH3:7])=[O:5])=[CH:14][CH:13]=1, predict the reactants needed to synthesize it. The reactants are: Cl.[NH2:2][CH:3]([C:8]([C:10]1[S:11][C:12]([Cl:15])=[CH:13][CH:14]=1)=[O:9])[C:4]([O:6][CH3:7])=[O:5].[F:16][C:17]1[CH:25]=[CH:24][C:20]([C:21](Cl)=[O:22])=[CH:19][CH:18]=1.C(=O)([O-])O.[Na+]. (2) The reactants are: [Br:1][C:2]1[CH:3]=[CH:4][C:5](=[O:8])[NH:6][CH:7]=1.CI.[C:11](=O)([O-])[O-].[K+].[K+]. Given the product [Br:1][C:2]1[CH:3]=[CH:4][C:5](=[O:8])[N:6]([CH3:11])[CH:7]=1, predict the reactants needed to synthesize it. (3) Given the product [CH3:9][NH:8][C:3]1[C:2]([CH3:1])=[C:6]([CH3:7])[NH:5][N:4]=1, predict the reactants needed to synthesize it. The reactants are: [CH3:1][C:2]1[C:3]([NH:8][CH:9]=O)=[N:4][NH:5][C:6]=1[CH3:7].B.C1COCC1. (4) Given the product [C:1]([O:7][CH2:8][C@H:9]([C:15]1[C:24]([CH3:25])=[CH:23][C:18]2[N:19]=[C:20]([O:28][CH3:27])[S:21][C:17]=2[C:16]=1[Br:26])[O:10][C:11]([CH3:14])([CH3:13])[CH3:12])(=[O:6])[C:2]([CH3:5])([CH3:4])[CH3:3], predict the reactants needed to synthesize it. The reactants are: [C:1]([O:7][CH2:8][C@H:9]([C:15]1[C:24]([CH3:25])=[CH:23][C:18]2[N:19]=[C:20](Cl)[S:21][C:17]=2[C:16]=1[Br:26])[O:10][C:11]([CH3:14])([CH3:13])[CH3:12])(=[O:6])[C:2]([CH3:5])([CH3:4])[CH3:3].[CH3:27][O-:28].[Na+].